Dataset: NCI-60 drug combinations with 297,098 pairs across 59 cell lines. Task: Regression. Given two drug SMILES strings and cell line genomic features, predict the synergy score measuring deviation from expected non-interaction effect. Drug 1: CC12CCC3C(C1CCC2=O)CC(=C)C4=CC(=O)C=CC34C. Drug 2: CC1=CC=C(C=C1)C2=CC(=NN2C3=CC=C(C=C3)S(=O)(=O)N)C(F)(F)F. Cell line: HOP-62. Synergy scores: CSS=35.7, Synergy_ZIP=0.930, Synergy_Bliss=-3.53, Synergy_Loewe=-3.67, Synergy_HSA=-3.90.